From a dataset of Forward reaction prediction with 1.9M reactions from USPTO patents (1976-2016). Predict the product of the given reaction. Given the reactants [C:1]([O:5][C:6]([N:8]1[CH2:17][CH2:16][C:15]2[C:10](=[CH:11][C:12]([O:20][CH3:21])=[C:13]([O:18][CH3:19])[CH:14]=2)[CH:9]1[CH2:22][C:23]1[CH:28]=[CH:27][C:26](Br)=[CH:25][CH:24]=1)=[O:7])([CH3:4])([CH3:3])[CH3:2].[C:30]1([C:39]2[CH:44]=[CH:43][CH:42]=[CH:41][CH:40]=2)[CH:35]=[CH:34][C:33](B(O)O)=[CH:32][CH:31]=1.C1(P(C2C=CC=CC=2)C2C=CC=CC=2)C=CC=CC=1.C(=O)(O)[O-].[Na+], predict the reaction product. The product is: [C:1]([O:5][C:6]([N:8]1[CH2:17][CH2:16][C:15]2[C:10](=[CH:11][C:12]([O:20][CH3:21])=[C:13]([O:18][CH3:19])[CH:14]=2)[CH:9]1[CH2:22][C:23]1[CH:28]=[CH:27][C:26]([C:42]2[CH:43]=[CH:44][C:39]([C:30]3[CH:35]=[CH:34][CH:33]=[CH:32][CH:31]=3)=[CH:40][CH:41]=2)=[CH:25][CH:24]=1)=[O:7])([CH3:4])([CH3:3])[CH3:2].